Dataset: Catalyst prediction with 721,799 reactions and 888 catalyst types from USPTO. Task: Predict which catalyst facilitates the given reaction. (1) Reactant: Cl.[C@H:2]12[CH2:8][C@H:5]([NH:6][CH2:7]1)[CH2:4][N:3]2[CH2:9][C:10]1[CH:25]=[CH:24][C:13]([O:14][C:15]2[S:16][C:17]3[CH:23]=[CH:22][CH:21]=[CH:20][C:18]=3[N:19]=2)=[CH:12][CH:11]=1.CCN(CC)CC.[C:33](OC(=O)C)(=[O:35])[CH3:34]. Product: [S:16]1[C:17]2[CH:23]=[CH:22][CH:21]=[CH:20][C:18]=2[N:19]=[C:15]1[O:14][C:13]1[CH:12]=[CH:11][C:10]([CH2:9][N:3]2[CH2:4][C@@H:5]3[CH2:8][C@H:2]2[CH2:7][N:6]3[C:33](=[O:35])[CH3:34])=[CH:25][CH:24]=1. The catalyst class is: 2. (2) Reactant: [C:1]1([CH2:11][CH2:12][OH:13])[C:10]2[C:5](=[CH:6][CH:7]=[CH:8][CH:9]=2)[CH:4]=[CH:3][CH:2]=1.[C:14]1([CH3:34])[CH:19]=[CH:18][C:17]([S:20](O[S:20]([C:17]2[CH:18]=[CH:19][C:14]([CH3:34])=[CH:15][CH:16]=2)(=[O:22])=[O:21])(=[O:22])=[O:21])=[CH:16][CH:15]=1.C(N(CC)CC)C. Product: [C:1]1([CH2:11][CH2:12][O:13][S:20]([C:17]2[CH:18]=[CH:19][C:14]([CH3:34])=[CH:15][CH:16]=2)(=[O:22])=[O:21])[C:10]2[C:5](=[CH:6][CH:7]=[CH:8][CH:9]=2)[CH:4]=[CH:3][CH:2]=1. The catalyst class is: 7. (3) Reactant: C([O:3][C:4](=[O:37])[C:5]([O:8][C:9]1[CH:14]=[CH:13][C:12]([O:15][CH2:16][CH2:17][CH:18]([O:20][C:21]2[CH:26]=[CH:25][C:24]([CH2:27][CH3:28])=[CH:23][C:22]=2[C:29]([CH:31]2[CH2:36][CH2:35][CH2:34][CH2:33][CH2:32]2)=[O:30])[CH3:19])=[CH:11][CH:10]=1)([CH3:7])[CH3:6])C. Product: [CH:31]1([C:29]([C:22]2[CH:23]=[C:24]([CH2:27][CH3:28])[CH:25]=[CH:26][C:21]=2[O:20][CH:18]([CH3:19])[CH2:17][CH2:16][O:15][C:12]2[CH:11]=[CH:10][C:9]([O:8][C:5]([CH3:7])([CH3:6])[C:4]([OH:37])=[O:3])=[CH:14][CH:13]=2)=[O:30])[CH2:36][CH2:35][CH2:34][CH2:33][CH2:32]1. The catalyst class is: 8. (4) Reactant: [Cl:1][C:2]1[CH:3]=[C:4]2[C:9](=[CH:10][C:11]=1[CH3:12])[O:8][CH2:7][CH2:6][C:5]2=[O:13].C1C(=O)N([Br:21])C(=O)C1.CC(N=NC(C#N)(C)C)(C#N)C. Product: [Br:21][CH2:12][C:11]1[CH:10]=[C:9]2[C:4]([C:5](=[O:13])[CH2:6][CH2:7][O:8]2)=[CH:3][C:2]=1[Cl:1]. The catalyst class is: 53.